This data is from Full USPTO retrosynthesis dataset with 1.9M reactions from patents (1976-2016). The task is: Predict the reactants needed to synthesize the given product. (1) Given the product [ClH:16].[NH2:2][C:8]([C:10]1[CH:15]=[CH:14][C:13]([Cl:1])=[CH:12][CH:11]=1)([CH3:7])[C:3]#[N:4], predict the reactants needed to synthesize it. The reactants are: [Cl-:1].[NH4+:2].[C-:3]#[N:4].[Na+].N.[CH3:7][C:8]([C:10]1[CH:15]=[CH:14][C:13]([Cl:16])=[CH:12][CH:11]=1)=O. (2) Given the product [F:15][C:16]1[CH:17]=[CH:18][C:19]2[N:20]([N:22]=[C:23]([C:37]3[CH:38]=[CH:39][CH:40]=[CH:41][CH:42]=3)[C:24]=2[CH2:25][C:26]2[N:31]=[C:30]([C:32]([O:34][CH3:35])=[O:33])[CH:29]=[CH:28][CH:27]=2)[CH:21]=1, predict the reactants needed to synthesize it. The reactants are: C([SiH](CC)CC)C.FC(F)(F)C(O)=O.[F:15][C:16]1[CH:17]=[CH:18][C:19]2[N:20]([N:22]=[C:23]([C:37]3[CH:42]=[CH:41][CH:40]=[CH:39][CH:38]=3)[C:24]=2[CH:25](O)[C:26]2[N:31]=[C:30]([C:32]([O:34][CH3:35])=[O:33])[CH:29]=[CH:28][CH:27]=2)[CH:21]=1.C(=O)(O)[O-].[Na+]. (3) The reactants are: I[C:2]1[C:10]2[C:5](=[N:6][CH:7]=[C:8]([C:11]3[CH:16]=[CH:15][C:14]([N:17]4[CH2:22][CH2:21][N:20]([C:23]([O:25][C:26]([CH3:29])([CH3:28])[CH3:27])=[O:24])[CH2:19][CH2:18]4)=[CH:13][CH:12]=3)[CH:9]=2)[N:4]([S:30]([C:33]2[CH:39]=[CH:38][C:36]([CH3:37])=[CH:35][CH:34]=2)(=[O:32])=[O:31])[CH:3]=1.[CH3:40][C:41]1[C:45](B2OC(C)(C)C(C)(C)O2)=[C:44]([CH3:55])[N:43]([CH2:56][C:57]2[CH:62]=[CH:61][CH:60]=[C:59]([O:63][C:64]([F:67])([F:66])[F:65])[CH:58]=2)[N:42]=1.C(=O)([O-])[O-].[Na+].[Na+]. Given the product [CH3:40][C:41]1[C:45]([C:2]2[C:10]3[C:5](=[N:6][CH:7]=[C:8]([C:11]4[CH:16]=[CH:15][C:14]([N:17]5[CH2:22][CH2:21][N:20]([C:23]([O:25][C:26]([CH3:29])([CH3:28])[CH3:27])=[O:24])[CH2:19][CH2:18]5)=[CH:13][CH:12]=4)[CH:9]=3)[N:4]([S:30]([C:33]3[CH:39]=[CH:38][C:36]([CH3:37])=[CH:35][CH:34]=3)(=[O:32])=[O:31])[CH:3]=2)=[C:44]([CH3:55])[N:43]([CH2:56][C:57]2[CH:62]=[CH:61][CH:60]=[C:59]([O:63][C:64]([F:66])([F:67])[F:65])[CH:58]=2)[N:42]=1, predict the reactants needed to synthesize it. (4) Given the product [C:25]1([C:23]#[C:24][C:2]2[C:10]3[C:5](=[N:6][CH:7]=[C:8]([C:11]4[CH:16]=[C:15]([O:17][CH3:18])[C:14]([O:19][CH3:20])=[C:13]([O:21][CH3:22])[CH:12]=4)[N:9]=3)[NH:4][CH:3]=2)[CH:30]=[CH:29][CH:28]=[CH:27][CH:26]=1, predict the reactants needed to synthesize it. The reactants are: I[C:2]1[C:10]2[C:5](=[N:6][CH:7]=[C:8]([C:11]3[CH:16]=[C:15]([O:17][CH3:18])[C:14]([O:19][CH3:20])=[C:13]([O:21][CH3:22])[CH:12]=3)[N:9]=2)[NH:4][CH:3]=1.[C:23]([C:25]1[CH:30]=[CH:29][CH:28]=[CH:27][CH:26]=1)#[CH:24].C(N(CC)CC)C. (5) Given the product [CH3:1][O:2][C:3]1[CH:16]=[C:15]([O:17][CH3:18])[CH:14]=[CH:13][C:4]=1[CH2:5][N:6]([C:7]1[CH:12]=[CH:11][N:10]=[CH:9][N:8]=1)[S:26]([C:23]1[CH:24]=[CH:25][C:20]([F:19])=[C:21]([C:30]([F:33])([F:31])[F:32])[CH:22]=1)(=[O:28])=[O:27], predict the reactants needed to synthesize it. The reactants are: [CH3:1][O:2][C:3]1[CH:16]=[C:15]([O:17][CH3:18])[CH:14]=[CH:13][C:4]=1[CH2:5][NH:6][C:7]1[CH:12]=[CH:11][N:10]=[CH:9][N:8]=1.[F:19][C:20]1[CH:25]=[CH:24][C:23]([S:26](Cl)(=[O:28])=[O:27])=[CH:22][C:21]=1[C:30]([F:33])([F:32])[F:31].N12CCN(CC1)CC2. (6) The reactants are: BrC1C=CC(OC)=C(C)C=1.Br[C:12]1[C:17]([F:18])=[CH:16][C:15]([O:19][CH3:20])=[C:14]([F:21])[CH:13]=1.[C:22]1([CH2:28][CH2:29][CH2:30][CH:31]2[CH2:36][CH2:35][NH:34][CH2:33][CH2:32]2)[CH:27]=[CH:26][CH:25]=[CH:24][CH:23]=1. Given the product [F:18][C:17]1[CH:16]=[C:15]([O:19][CH3:20])[C:14]([F:21])=[CH:13][C:12]=1[N:34]1[CH2:35][CH2:36][CH:31]([CH2:30][CH2:29][CH2:28][C:22]2[CH:23]=[CH:24][CH:25]=[CH:26][CH:27]=2)[CH2:32][CH2:33]1, predict the reactants needed to synthesize it. (7) Given the product [C:23]([O:4][C:3]([N:5]1[CH2:13][CH2:12][CH:11]([CH:6]([C:7]([OH:9])=[O:8])[NH:5][C:3]([O:2][CH3:1])=[O:4])[CH2:16][CH2:15]1)=[O:2])([CH3:18])([CH3:24])[CH3:28], predict the reactants needed to synthesize it. The reactants are: [CH3:1][O:2][C:3]([NH:5][C:6]([C:11]1[CH:16]=[CH:15]C=[CH:13][CH:12]=1)(C)[C:7]([OH:9])=[O:8])=[O:4].N[C:18]([C:23]1[CH:28]=CC=C[CH:24]=1)(C)C(O)=O. (8) The reactants are: [NH2:1][C:2]1[S:3][CH2:4][C:5]2([N:21]=1)[C@@H:18]1[C@H:13]([CH2:14][CH2:15][C:16](=[O:19])[CH2:17]1)[O:12][C:11]1[C:6]2=[CH:7][C:8](Br)=[CH:9][CH:10]=1.CC1(C)C(C)(C)OB([C:30]2[CH:31]=[N:32][CH:33]=[C:34]([CH:37]=2)[C:35]#[N:36])O1. Given the product [NH2:1][C:2]1[S:3][CH2:4][C@@:5]2([N:21]=1)[C@@H:18]1[C@H:13]([CH2:14][CH2:15][C:16](=[O:19])[CH2:17]1)[O:12][C:11]1[C:6]2=[CH:7][C:8]([C:30]2[CH:31]=[N:32][CH:33]=[C:34]([CH:37]=2)[C:35]#[N:36])=[CH:9][CH:10]=1, predict the reactants needed to synthesize it.